This data is from Catalyst prediction with 721,799 reactions and 888 catalyst types from USPTO. The task is: Predict which catalyst facilitates the given reaction. (1) The catalyst class is: 117. Product: [NH:46]1[CH:45]=[C:44]([C:2]2[CH:7]=[CH:6][N:5]=[C:4]([NH:8][C:9]3[N:14]=[C:13]([C:15]4[S:19][C:18]([C:20]5([OH:34])[CH2:29][CH2:28][CH2:27][C:26]6[CH:25]=[C:24]([C:30]([O:32][CH3:33])=[O:31])[CH:23]=[CH:22][C:21]5=6)=[N:17][CH:16]=4)[CH:12]=[C:11]([CH3:35])[CH:10]=3)[CH:3]=2)[CH:48]=[N:47]1. Reactant: Cl[C:2]1[CH:7]=[CH:6][N:5]=[C:4]([NH:8][C:9]2[N:14]=[C:13]([C:15]3[S:19][C:18]([C:20]4([OH:34])[CH2:29][CH2:28][CH2:27][C:26]5[CH:25]=[C:24]([C:30]([O:32][CH3:33])=[O:31])[CH:23]=[CH:22][C:21]4=5)=[N:17][CH:16]=3)[CH:12]=[C:11]([CH3:35])[CH:10]=2)[CH:3]=1.CC1(C)C(C)(C)OB([C:44]2[CH:45]=[N:46][N:47](C(OC(C)(C)C)=O)[CH:48]=2)O1.C(=O)([O-])[O-].[Na+].[Na+]. (2) Reactant: [Cl:1][C:2]1[CH:7]=[CH:6][C:5]([CH:8]([C:14]2[CH:19]=[CH:18][C:17]([Cl:20])=[CH:16][CH:15]=2)[N:9]2[CH2:12][CH:11]([NH2:13])[CH2:10]2)=[CH:4][CH:3]=1.[C:21]1([S:31](Cl)(=[O:33])=[O:32])[CH:26]=[CH:25][CH:24]=[C:23]([S:27](Cl)(=[O:29])=[O:28])[CH:22]=1.C([N:37](CC)CC)C.N. Product: [Cl:1][C:2]1[CH:7]=[CH:6][C:5]([CH:8]([C:14]2[CH:19]=[CH:18][C:17]([Cl:20])=[CH:16][CH:15]=2)[N:9]2[CH2:10][CH:11]([NH:13][S:31]([C:21]3[CH:26]=[CH:25][CH:24]=[C:23]([S:27](=[O:29])(=[O:28])[NH2:37])[CH:22]=3)(=[O:33])=[O:32])[CH2:12]2)=[CH:4][CH:3]=1. The catalyst class is: 10. (3) Reactant: [NH:1]1[CH2:6][CH2:5][CH:4]([C:7]([O:9][CH2:10][CH3:11])=[O:8])[CH2:3][CH2:2]1.[C:12](O[C:12]([O:14][C:15]([CH3:18])([CH3:17])[CH3:16])=[O:13])([O:14][C:15]([CH3:18])([CH3:17])[CH3:16])=[O:13]. Product: [N:1]1([C:12]([O:14][C:15]([CH3:18])([CH3:17])[CH3:16])=[O:13])[CH2:6][CH2:5][CH:4]([C:7]([O:9][CH2:10][CH3:11])=[O:8])[CH2:3][CH2:2]1. The catalyst class is: 4. (4) Reactant: [C:1]([O:5][C:6]([NH:8][C:9]1[S:10][CH:11]=[C:12](/[C:14](=[N:33]/[O:34][C:35]([CH3:44])([CH3:43])[C:36]([O:38][C:39]([CH3:42])([CH3:41])[CH3:40])=[O:37])/[C:15](=[O:32])[NH:16][C@H:17]2[C@@H:20]([CH2:21][N:22]3[CH:26]=[C:25]([Si](C)(C)C)[N:24]=[N:23]3)[NH:19][C:18]2=[O:31])[N:13]=1)=[O:7])([CH3:4])([CH3:3])[CH3:2].CCCC[N+](CCCC)(CCCC)CCCC.[F-]. Product: [N:22]1([CH2:21][C@@H:20]2[C@H:17]([NH:16][C:15](=[O:32])/[C:14](=[N:33]\[O:34][C:35]([CH3:44])([CH3:43])[C:36]([O:38][C:39]([CH3:42])([CH3:41])[CH3:40])=[O:37])/[C:12]3[N:13]=[C:9]([NH:8][C:6]([O:5][C:1]([CH3:3])([CH3:4])[CH3:2])=[O:7])[S:10][CH:11]=3)[C:18](=[O:31])[NH:19]2)[CH:26]=[CH:25][N:24]=[N:23]1. The catalyst class is: 1. (5) Reactant: [NH2:1][C:2]1[CH:7]=[C:6]([C:8]#[N:9])[CH:5]=[CH:4][C:3]=1[NH:10][C:11](=O)[CH2:12][C:13]1[CH:18]=[CH:17][CH:16]=[CH:15][CH:14]=1.O.C1(C)C=CC(S(O)(=O)=O)=CC=1.[OH-].[Na+]. Product: [CH2:12]([C:11]1[NH:10][C:3]2[CH:4]=[CH:5][C:6]([C:8]#[N:9])=[CH:7][C:2]=2[N:1]=1)[C:13]1[CH:18]=[CH:17][CH:16]=[CH:15][CH:14]=1. The catalyst class is: 11. (6) Reactant: [O:1]=[C:2]1[CH2:7][CH2:6][N:5]([C:8]([O:10][C:11]([CH3:14])([CH3:13])[CH3:12])=[O:9])[CH2:4][CH2:3]1.[Li+].C[Si]([N-][Si](C)(C)C)(C)C.[CH3:25][C:26]([CH3:31])([CH3:30])[C:27](Cl)=[O:28]. Product: [C:11]([O:10][C:8]([N:5]1[CH2:4][CH2:3][C:2](=[O:1])[CH:7]([C:27](=[O:28])[C:26]([CH3:31])([CH3:30])[CH3:25])[CH2:6]1)=[O:9])([CH3:14])([CH3:13])[CH3:12]. The catalyst class is: 1. (7) Reactant: C(O[BH-](OC(=O)C)OC(=O)C)(=O)C.[Na+].[F:15][C:16]1[CH:21]=[CH:20][C:19]([C:22]2[N:23]=[CH:24][N:25]([CH:35]3[CH2:40][CH2:39][NH:38][CH2:37][CH2:36]3)[C:26]=2[C:27]2[CH:32]=[CH:31][N:30]=[C:29]([NH:33][CH3:34])[N:28]=2)=[CH:18][CH:17]=1.[O:41]1[CH:45]=[CH:44][C:43]([CH:46]=O)=[N:42]1.C(OCC)C. Product: [F:15][C:16]1[CH:17]=[CH:18][C:19]([C:22]2[N:23]=[CH:24][N:25]([CH:35]3[CH2:40][CH2:39][N:38]([CH2:46][C:43]4[CH:44]=[CH:45][O:41][N:42]=4)[CH2:37][CH2:36]3)[C:26]=2[C:27]2[CH:32]=[CH:31][N:30]=[C:29]([NH:33][CH3:34])[N:28]=2)=[CH:20][CH:21]=1. The catalyst class is: 1.